From a dataset of Catalyst prediction with 721,799 reactions and 888 catalyst types from USPTO. Predict which catalyst facilitates the given reaction. (1) Reactant: Br[C:2]1[CH:3]=[CH:4][C:5]2[C:9]3[CH:10]=[CH:11][CH:12]=[CH:13][C:8]=3[O:7][C:6]=2[CH:14]=1.C([Li])(C)(C)C.CCCCCC.CN(C)[CH:28]=[O:29]. Product: [CH:4]1[C:5]2[C:9]3[CH:10]=[CH:11][CH:12]=[CH:13][C:8]=3[O:7][C:6]=2[CH:14]=[C:2]([CH:28]=[O:29])[CH:3]=1. The catalyst class is: 7. (2) Product: [CH3:23][NH:22][C:20](=[O:21])[C:19]1[CH:24]=[CH:25][CH:26]=[C:17]([C:15]2[CH:14]=[N:13][N:12]3[C:8]([C:6]4[CH:5]=[CH:4][N:3]=[C:2]([C:27]5[CH:32]=[CH:31][CH:30]=[CH:29][CH:28]=5)[CH:7]=4)=[CH:9][N:10]=[C:11]3[CH:16]=2)[CH:18]=1. The catalyst class is: 628. Reactant: Cl[C:2]1[CH:7]=[C:6]([C:8]2[N:12]3[N:13]=[CH:14][C:15]([C:17]4[CH:18]=[C:19]([CH:24]=[CH:25][CH:26]=4)[C:20]([NH:22][CH3:23])=[O:21])=[CH:16][C:11]3=[N:10][CH:9]=2)[CH:5]=[CH:4][N:3]=1.[C:27]1(B(O)O)[CH:32]=[CH:31][CH:30]=[CH:29][CH:28]=1.O.C([O-])([O-])=O.[Na+].[Na+]. (3) Reactant: [NH:1]1[CH:5]=[C:4]([C:6]([O:8][CH3:9])=[O:7])[N:3]=[CH:2]1.[F:10][C:11]([F:21])([F:20])[C:12]1[CH:19]=[CH:18][C:15]([CH2:16]O)=[CH:14][CH:13]=1.C1(P(C2C=CC=CC=2)C2C=CC=CC=2)C=CC=CC=1.C1(C)C=CC=CC=1.N(C(OC(C)C)=O)=NC(OC(C)C)=O. Product: [F:10][C:11]([F:20])([F:21])[C:12]1[CH:19]=[CH:18][C:15]([CH2:16][N:3]2[C:4]([C:6]([O:8][CH3:9])=[O:7])=[CH:5][N:1]=[CH:2]2)=[CH:14][CH:13]=1. The catalyst class is: 7.